The task is: Regression. Given a peptide amino acid sequence and an MHC pseudo amino acid sequence, predict their binding affinity value. This is MHC class I binding data.. This data is from Peptide-MHC class I binding affinity with 185,985 pairs from IEDB/IMGT. The peptide sequence is NQRETTVVW. The MHC is HLA-B27:05 with pseudo-sequence HLA-B27:05. The binding affinity (normalized) is 0.0847.